Dataset: Peptide-MHC class II binding affinity with 134,281 pairs from IEDB. Task: Regression. Given a peptide amino acid sequence and an MHC pseudo amino acid sequence, predict their binding affinity value. This is MHC class II binding data. (1) The peptide sequence is VVSTRDVCKNFLKQV. The binding affinity (normalized) is 0.0603. The MHC is DRB1_0101 with pseudo-sequence DRB1_0101. (2) The peptide sequence is QRMMAEIDTDGDGFI. The MHC is DRB1_0401 with pseudo-sequence DRB1_0401. The binding affinity (normalized) is 0.455. (3) The peptide sequence is EKKYFAATQFEPPAA. The MHC is HLA-DQA10301-DQB10302 with pseudo-sequence HLA-DQA10301-DQB10302. The binding affinity (normalized) is 0.415. (4) The peptide sequence is SQIGLIEVLGKMPEHFM. The MHC is DRB1_0301 with pseudo-sequence DRB1_0301. The binding affinity (normalized) is 0.0360. (5) The MHC is H-2-IAb with pseudo-sequence H-2-IAb. The binding affinity (normalized) is 0. The peptide sequence is EVFCQTIKLDSEEYH.